Dataset: Full USPTO retrosynthesis dataset with 1.9M reactions from patents (1976-2016). Task: Predict the reactants needed to synthesize the given product. (1) Given the product [F:1][C:2]([F:33])([F:32])[C:3]1[CH:4]=[C:5]([C@H:13]2[O:17][C:16](=[O:18])[N:15]([CH2:19][C:20]3[CH:25]=[C:24]([C:26]([F:29])([F:28])[F:27])[CH:23]=[CH:22][C:21]=3[C:41]3[CH:40]=[C:39]([Br:42])[CH:38]=[CH:37][C:36]=3[O:35][CH3:34])[C@H:14]2[CH3:31])[CH:6]=[C:7]([C:9]([F:12])([F:11])[F:10])[CH:8]=1, predict the reactants needed to synthesize it. The reactants are: [F:1][C:2]([F:33])([F:32])[C:3]1[CH:4]=[C:5]([C@H:13]2[O:17][C:16](=[O:18])[N:15]([CH2:19][C:20]3[CH:25]=[C:24]([C:26]([F:29])([F:28])[F:27])[CH:23]=[CH:22][C:21]=3I)[C@H:14]2[CH3:31])[CH:6]=[C:7]([C:9]([F:12])([F:11])[F:10])[CH:8]=1.[CH3:34][O:35][C:36]1[CH:41]=[CH:40][C:39]([Br:42])=[CH:38][C:37]=1B(O)O.C(=O)([O-])[O-].[Na+].[Na+].O. (2) Given the product [F:1][C:2]1[CH:10]=[CH:9][C:5]([C@H:6]([N:26]2[CH2:25][CH2:24][NH:23][C@H:22]([CH3:21])[CH2:27]2)[CH3:7])=[CH:4][CH:3]=1, predict the reactants needed to synthesize it. The reactants are: [F:1][C:2]1[CH:10]=[CH:9][C:5]([C@@H:6](O)[CH3:7])=[CH:4][CH:3]=1.CS(Cl)(=O)=O.S([O-])(=O)(=O)C.[CH3:21][C@@H:22]1[CH2:27][NH:26][CH2:25][CH2:24][NH:23]1.